Dataset: Catalyst prediction with 721,799 reactions and 888 catalyst types from USPTO. Task: Predict which catalyst facilitates the given reaction. (1) Reactant: [N+:1]([C:4]1[CH:5]=[C:6]([OH:10])[CH:7]=[CH:8][CH:9]=1)([O-:3])=[O:2].Br[CH2:12][C:13]([O:15][C:16]([CH3:19])([CH3:18])[CH3:17])=[O:14].C(=O)([O-])[O-].[K+].[K+]. Product: [N+:1]([C:4]1[CH:5]=[C:6]([CH:7]=[CH:8][CH:9]=1)[O:10][CH2:12][C:13]([O:15][C:16]([CH3:19])([CH3:18])[CH3:17])=[O:14])([O-:3])=[O:2]. The catalyst class is: 21. (2) Reactant: [C:1]1([CH:7]([C:13]#[N:14])[C:8](OCC)=[O:9])[CH:6]=[CH:5][CH:4]=[CH:3][CH:2]=1.[H-].[Al+3].[Li+].[H-].[H-].[H-].O.[OH-].[Na+]. Product: [OH:9][CH2:8][CH:7]([C:1]1[CH:6]=[CH:5][CH:4]=[CH:3][CH:2]=1)[CH2:13][NH2:14]. The catalyst class is: 28. (3) Reactant: [CH3:1][O:2][C:3]1[CH:39]=[CH:38][C:6]([CH2:7][NH:8][C:9]2[S:17][C:12]3=[CH:13][N:14]=[CH:15][CH:16]=[C:11]3[C:10]=2[C:18]([C:20]2[CH:21]=[C:22]3[C:26](=[CH:27][CH:28]=2)[C:25](=[N:29][O:30][Si](C(C)(C)C)(C)C)[CH2:24][CH2:23]3)=[O:19])=[CH:5][CH:4]=1.CCCC[N+](CCCC)(CCCC)CCCC.[F-]. Product: [OH:30][N:29]=[C:25]1[C:26]2[C:22](=[CH:21][C:20]([C:18]([C:10]3[C:11]4[C:12](=[CH:13][N:14]=[CH:15][CH:16]=4)[S:17][C:9]=3[NH:8][CH2:7][C:6]3[CH:5]=[CH:4][C:3]([O:2][CH3:1])=[CH:39][CH:38]=3)=[O:19])=[CH:28][CH:27]=2)[CH2:23][CH2:24]1. The catalyst class is: 220. (4) The catalyst class is: 762. Reactant: Br[C:2]1[CH:7]=[C:6]([CH2:8][CH3:9])[CH:5]=[CH:4][C:3]=1[O:10][CH3:11].[C:12]([O:16][C:17]([N:19]1[CH:23]=[CH:22][CH:21]=[C:20]1B(O)O)=[O:18])([CH3:15])([CH3:14])[CH3:13].C(=O)([O-])[O-].[Na+].[Na+]. Product: [C:12]([O:16][C:17]([N:19]1[CH:23]=[CH:22][CH:21]=[C:20]1[C:2]1[CH:7]=[C:6]([CH2:8][CH3:9])[CH:5]=[CH:4][C:3]=1[O:10][CH3:11])=[O:18])([CH3:15])([CH3:13])[CH3:14]. (5) Reactant: [CH3:1][O:2][CH2:3][C:4]1[C:8]([C:9]2[CH:14]=[CH:13][C:12](OC)=[CH:11][CH:10]=2)=[C:7]([NH2:17])[NH:6][N:5]=1.[F:18][C:19]([F:34])([F:33])[C:20]1[CH:21]=[C:22]([CH2:26][C:27](=O)[C:28](OC)=[O:29])[CH:23]=[CH:24][CH:25]=1.[C:35](OCC)(=O)C. Product: [CH3:1][O:2][CH2:3][C:4]1[C:8]([C:9]2[CH:10]=[CH:11][C:12]([CH3:35])=[CH:13][CH:14]=2)=[C:7]2[NH:17][C:28](=[O:29])[CH:27]=[C:26]([C:22]3[CH:23]=[CH:24][CH:25]=[C:20]([C:19]([F:33])([F:34])[F:18])[CH:21]=3)[N:6]2[N:5]=1. The catalyst class is: 17. (6) Reactant: C(O[C:4]([C:6]1[S:14][C:13]2[CH:12]=[CH:11][N:10]=[CH:9][C:8]=2[C:7]=1[NH:15][C:16]1[CH:21]=[CH:20][C:19]([I:22])=[CH:18][C:17]=1[F:23])=[O:5])C.[OH-].[Na+].[CH:26]([O:28][CH2:29][CH2:30][O:31][NH2:32])=[CH2:27].CCN=C=NCCCN(C)C.C1C=CC2N(O)N=NC=2C=1.CCN(C(C)C)C(C)C. Product: [CH:26]([O:28][CH2:29][CH2:30][O:31][NH:32][C:4]([C:6]1[S:14][C:13]2[CH:12]=[CH:11][N:10]=[CH:9][C:8]=2[C:7]=1[NH:15][C:16]1[CH:21]=[CH:20][C:19]([I:22])=[CH:18][C:17]=1[F:23])=[O:5])=[CH2:27]. The catalyst class is: 219. (7) Reactant: [CH3:1][C@@H:2]1[CH2:7][CH2:6][CH2:5][CH2:4][C@@H:3]1[N:8]1[C:12]2=[C:13]3[CH:19]=[CH:18][N:17](COCC[Si](C)(C)C)[C:14]3=[N:15][CH:16]=[C:11]2[N:10]([CH2:28][C:29]2[CH:36]=[CH:35][C:32]([C:33]#[N:34])=[CH:31][CH:30]=2)[C:9]1=[O:37].Cl. Product: [CH3:1][C@@H:2]1[CH2:7][CH2:6][CH2:5][CH2:4][C@@H:3]1[N:8]1[C:12]2=[C:13]3[CH:19]=[CH:18][NH:17][C:14]3=[N:15][CH:16]=[C:11]2[N:10]([CH2:28][C:29]2[CH:30]=[CH:31][C:32]([C:33]#[N:34])=[CH:35][CH:36]=2)[C:9]1=[O:37]. The catalyst class is: 12. (8) Product: [N+:22]([C:25]1[CH:30]=[CH:29][CH:28]=[CH:27][C:26]=1[S:31]([NH:2][CH2:3][CH2:4][O:5][C:6]1[CH:11]=[C:10]([C:12]([O:14][CH2:15][CH3:16])=[O:13])[N:9]=[C:8]([C:17]([O:19][CH2:20][CH3:21])=[O:18])[CH:7]=1)(=[O:33])=[O:32])([O-:24])=[O:23]. Reactant: Cl.[NH2:2][CH2:3][CH2:4][O:5][C:6]1[CH:11]=[C:10]([C:12]([O:14][CH2:15][CH3:16])=[O:13])[N:9]=[C:8]([C:17]([O:19][CH2:20][CH3:21])=[O:18])[CH:7]=1.[N+:22]([C:25]1[CH:30]=[CH:29][CH:28]=[CH:27][C:26]=1[S:31](Cl)(=[O:33])=[O:32])([O-:24])=[O:23]. The catalyst class is: 202.